Dataset: Catalyst prediction with 721,799 reactions and 888 catalyst types from USPTO. Task: Predict which catalyst facilitates the given reaction. (1) Reactant: [C:1]([C:3]1[CH:4]=[CH:5][C:6]2[NH:12][C:11](=[O:13])[C@@H:10]([NH:14][C:15](=[O:27])[C@@H:16]([N:18]([CH3:26])[C:19](=[O:25])[O:20][C:21]([CH3:24])([CH3:23])[CH3:22])[CH3:17])[C@H:9]([CH3:28])[N:8]([C:29]([CH:31]3[CH2:36][CH2:35][O:34][CH2:33][CH2:32]3)=[O:30])[C:7]=2[CH:37]=1)#[N:2].Cl[CH2:39][C:40]1[C:49]2[C:44](=[CH:45][CH:46]=[CH:47][CH:48]=2)[CH:43]=[CH:42][C:41]=1[O:50][CH3:51].C(=O)([O-])[O-].[Cs+].[Cs+].[I-].[Na+]. Product: [C:1]([C:3]1[CH:4]=[CH:5][C:6]2[N:12]([CH2:39][C:40]3[C:49]4[C:44](=[CH:45][CH:46]=[CH:47][CH:48]=4)[CH:43]=[CH:42][C:41]=3[O:50][CH3:51])[C:11](=[O:13])[C@@H:10]([NH:14][C:15](=[O:27])[C@@H:16]([N:18]([CH3:26])[C:19](=[O:25])[O:20][C:21]([CH3:23])([CH3:24])[CH3:22])[CH3:17])[C@H:9]([CH3:28])[N:8]([C:29]([CH:31]3[CH2:36][CH2:35][O:34][CH2:33][CH2:32]3)=[O:30])[C:7]=2[CH:37]=1)#[N:2]. The catalyst class is: 31. (2) Reactant: [CH2:1]=[C:2]1[C:14](=[O:15])[C:13]2[C:12]3[C:7](=[CH:8][CH:9]=[CH:10][CH:11]=3)[N:6]([CH2:16][C:17]3[CH:26]=[CH:25][C:20]([C:21]([O:23][CH3:24])=[O:22])=[CH:19][CH:18]=3)[C:5]=2[CH2:4][CH2:3]1.[CH3:27][O:28][CH2:29][CH2:30][N:31]1[CH2:36][CH2:35][NH:34][CH2:33][CH2:32]1. Product: [CH3:27][O:28][CH2:29][CH2:30][N:31]1[CH2:36][CH2:35][N:34]([CH2:1][CH:2]2[C:14](=[O:15])[C:13]3[C:12]4[C:7](=[CH:8][CH:9]=[CH:10][CH:11]=4)[N:6]([CH2:16][C:17]4[CH:18]=[CH:19][C:20]([C:21]([O:23][CH3:24])=[O:22])=[CH:25][CH:26]=4)[C:5]=3[CH2:4][CH2:3]2)[CH2:33][CH2:32]1. The catalyst class is: 11. (3) Reactant: [CH3:1][C:2]1[C:3]([F:11])=[N:4][CH:5]=[C:6]([CH:10]=1)[C:7]([OH:9])=[O:8].[C:12]([O-])([O-])=O.[K+].[K+].CI. Product: [F:11][C:3]1[C:2]([CH3:1])=[CH:10][C:6]([C:7]([O:9][CH3:12])=[O:8])=[CH:5][N:4]=1. The catalyst class is: 3. (4) Reactant: Cl.[NH2:2][C:3]1[CH:30]=[CH:29][C:6]2[NH:7][C:8]([C:13]3[C:14](=[O:28])[C:15]([CH3:27])([CH2:24][CH2:25][CH3:26])[C:16]4[C:21]([C:22]=3[OH:23])=[CH:20][CH:19]=[CH:18][CH:17]=4)=[N:9][S:10](=[O:12])(=[O:11])[C:5]=2[CH:4]=1.[S:31](Cl)([CH3:34])(=[O:33])=[O:32].N1C=CC=CC=1. Product: [OH:23][C:22]1[C:21]2[C:16](=[CH:17][CH:18]=[CH:19][CH:20]=2)[C:15]([CH3:27])([CH2:24][CH2:25][CH3:26])[C:14](=[O:28])[C:13]=1[C:8]1[NH:7][C:6]2[CH:29]=[CH:30][C:3]([NH:2][S:31]([CH3:34])(=[O:33])=[O:32])=[CH:4][C:5]=2[S:10](=[O:12])(=[O:11])[N:9]=1. The catalyst class is: 21. (5) Reactant: [CH3:1][C:2]1[CH:3]=[CH:4][C:5]([N:8]2[C:16]3[C:11](=[CH:12][C:13]([N:17]4[C:21]5=[N:22][CH:23]=[CH:24][CH:25]=[C:20]5[NH:19][C:18]4=[O:26])=[CH:14][CH:15]=3)[CH:10]=[N:9]2)=[N:6][CH:7]=1.I[CH2:28][CH3:29].O. Product: [CH2:28]([N:19]1[C:20]2[C:21](=[N:22][CH:23]=[CH:24][CH:25]=2)[N:17]([C:13]2[CH:12]=[C:11]3[C:16](=[CH:15][CH:14]=2)[N:8]([C:5]2[CH:4]=[CH:3][C:2]([CH3:1])=[CH:7][N:6]=2)[N:9]=[CH:10]3)[C:18]1=[O:26])[CH3:29]. The catalyst class is: 3. (6) Reactant: [NH:1]1[CH:5]=[C:4]([C:6]([OH:8])=O)[N:3]=[CH:2]1.S(Cl)(Cl)=O.[NH2:13][C:14]([CH3:18])([CH3:17])[CH2:15]O.C(N(CC)CC)C. Product: [NH:1]1[CH:5]=[C:4]([C:6]2[O:8][CH2:15][C:14]([CH3:18])([CH3:17])[N:13]=2)[N:3]=[CH:2]1. The catalyst class is: 10. (7) Reactant: C(=O)([O-])O.[K+].[C:6]1([S:12]([NH:15][C:16]2[CH:17]=[C:18]([C@@H:22]([OH:42])[CH2:23][NH:24][C:25]([CH3:41])([CH3:40])[CH2:26][CH2:27][N:28]3[C:36]4[C:31](=[CH:32][C:33]([C:37]([OH:39])=[O:38])=[CH:34][CH:35]=4)[CH:30]=[CH:29]3)[CH:19]=[CH:20][CH:21]=2)(=[O:14])=[O:13])[CH:11]=[CH:10][CH:9]=[CH:8][CH:7]=1.Cl[CH2:44][C:45]([N:47]([CH3:49])[CH3:48])=[O:46]. Product: [C:6]1([S:12]([NH:15][C:16]2[CH:17]=[C:18]([C@@H:22]([OH:42])[CH2:23][NH:24][C:25]([CH3:40])([CH3:41])[CH2:26][CH2:27][N:28]3[C:36]4[C:31](=[CH:32][C:33]([C:37]([O:39][CH2:44][C:45](=[O:46])[N:47]([CH3:49])[CH3:48])=[O:38])=[CH:34][CH:35]=4)[CH:30]=[CH:29]3)[CH:19]=[CH:20][CH:21]=2)(=[O:14])=[O:13])[CH:11]=[CH:10][CH:9]=[CH:8][CH:7]=1. The catalyst class is: 18. (8) Reactant: [CH3:1][O:2][C:3]([C@H:5]1[C@@H:10]([OH:11])[CH2:9][CH2:8][S:7][CH2:6]1)=[O:4].[C:12](N1C=CN=C1)([N:14]1[CH:18]=[CH:17][N:16]=[CH:15]1)=[S:13].N1C=CC=CC=1. Product: [CH3:1][O:2][C:3]([C@H:5]1[C@@H:10]([O:11][C:12]([N:14]2[CH:18]=[CH:17][N:16]=[CH:15]2)=[S:13])[CH2:9][CH2:8][S:7][CH2:6]1)=[O:4]. The catalyst class is: 54.